From a dataset of CYP2D6 inhibition data for predicting drug metabolism from PubChem BioAssay. Regression/Classification. Given a drug SMILES string, predict its absorption, distribution, metabolism, or excretion properties. Task type varies by dataset: regression for continuous measurements (e.g., permeability, clearance, half-life) or binary classification for categorical outcomes (e.g., BBB penetration, CYP inhibition). Dataset: cyp2d6_veith. (1) The drug is COc1ccc(N2C(=O)CC(S/C(N)=N/N=C(\C)c3cccs3)C2=O)cc1. The result is 0 (non-inhibitor). (2) The compound is NC(=O)C1(NC(=O)[C@@H]2CC3(CC(c4cccc(NC(=O)[C@@H]5CCC(=O)N5)c4)=NO3)CN2C(=O)Cc2ccc(Cl)cc2)CC1. The result is 0 (non-inhibitor). (3) The compound is Cc1ccc(C)c(CN2C(=O)C3CCCN3c3ccc(S(=O)(=O)N4CCOCC4)cc32)c1. The result is 0 (non-inhibitor). (4) The compound is C=CC[C@@H]1C=C[C@@H](O/N=C\[C@@H](OC)[C@H](C)/C=C\CC(=O)OC)[C@@H](CO)O1. The result is 0 (non-inhibitor). (5) The drug is O=c1c(-c2cccs2)nc2cnc(N3CCOCC3)nc2n1-c1ccccc1. The result is 0 (non-inhibitor). (6) The drug is CC1(C)NC(=O)N(c2ccc([N+](=O)[O-])c(C(F)(F)F)c2)C1=O. The result is 0 (non-inhibitor). (7) The molecule is CNC(=O)[C@H](C)[C@@H]1C[C@@]1(C)[C@@H](NC(=O)OCc1ccccc1)c1ccccc1. The result is 1 (inhibitor). (8) The result is 0 (non-inhibitor). The drug is CCOC(=O)N/N=C1/C[C@@H](O)[C@@H](O)[C@H]2[C@@H]1CC[C@@H]1C(=O)N(C(C)(C)C)C(=O)[C@H]12. (9) The drug is CC(=O)N(C[C@@H](O)CO)c1c(I)c(C(=O)NC[C@@H](O)CO)c(I)c(C(=O)NC[C@@H](O)CO)c1I. The result is 0 (non-inhibitor). (10) The drug is N=C(N)SCCCN. The result is 0 (non-inhibitor).